This data is from Reaction yield outcomes from USPTO patents with 853,638 reactions. The task is: Predict the reaction yield, written as a fraction of the theoretical maximum amount of product (1.0 means a 100% yield; for example, 0.34 means a 34% yield). (1) The reactants are [Cl:1][C:2]1[CH:3]=[C:4]2[C:9](=[CH:10][C:11]=1[O:12][C:13]1[CH:18]=[CH:17][C:16]([C:19](=[O:32])[NH:20][C:21]3[CH:30]=[CH:29][C:28]4[C:23](=[CH:24][CH:25]=[C:26]([Cl:31])[CH:27]=4)[N:22]=3)=[CH:15][CH:14]=1)[O:8][CH2:7][CH2:6][CH:5]2[C:33]([OH:35])=[O:34].[C:36](OC(O[C:36]([CH3:39])([CH3:38])[CH3:37])N(C)C)([CH3:39])([CH3:38])[CH3:37]. The catalyst is C1(C)C=CC=CC=1.C(OCC)(=O)C. The product is [Cl:1][C:2]1[CH:3]=[C:4]2[C:9](=[CH:10][C:11]=1[O:12][C:13]1[CH:14]=[CH:15][C:16]([C:19](=[O:32])[NH:20][C:21]3[CH:30]=[CH:29][C:28]4[C:23](=[CH:24][CH:25]=[C:26]([Cl:31])[CH:27]=4)[N:22]=3)=[CH:17][CH:18]=1)[O:8][CH2:7][CH2:6][CH:5]2[C:33]([O:35][C:36]([CH3:39])([CH3:38])[CH3:37])=[O:34]. The yield is 0.836. (2) The reactants are [F:1][C:2]1[C:3]([C:8]2([NH:12]C(=O)OC)[CH2:11][CH2:10][CH2:9]2)=[N:4][CH:5]=[CH:6][CH:7]=1.[OH-].[Na+]. The catalyst is C(O)C. The product is [F:1][C:2]1[C:3]([C:8]2([NH2:12])[CH2:11][CH2:10][CH2:9]2)=[N:4][CH:5]=[CH:6][CH:7]=1. The yield is 0.930. (3) The reactants are [C:1]([N:9]1[CH2:22][CH2:21][C:20]2[C:19]3[CH:18]=[C:17]([O:23][CH3:24])[CH:16]=[CH:15][C:14]=3[NH:13][C:12]=2[CH2:11][CH2:10]1)(=[O:8])[C:2]1[CH:7]=[CH:6][CH:5]=[CH:4][CH:3]=1.[H-].[Na+].[CH3:27]I.O. The catalyst is CN(C)C=O.C(OCC)(=O)C. The product is [C:1]([N:9]1[CH2:22][CH2:21][C:20]2[C:19]3[CH:18]=[C:17]([O:23][CH3:24])[CH:16]=[CH:15][C:14]=3[N:13]([CH3:27])[C:12]=2[CH2:11][CH2:10]1)(=[O:8])[C:2]1[CH:7]=[CH:6][CH:5]=[CH:4][CH:3]=1. The yield is 0.870. (4) The reactants are [CH3:1][C@@:2]12[C:18](=[O:19])[CH2:17][CH2:16][C@H:15]1[C@H:14]1[C@@H:5]([C:6]3[CH:7]=[CH:8][C:9]([OH:20])=[CH:10][C:11]=3[CH2:12][CH2:13]1)[CH2:4][CH2:3]2.C(=O)([O-])[O-].[K+].[K+].[CH2:27](Br)[C:28]1[CH:33]=[CH:32][CH:31]=[CH:30][CH:29]=1. The catalyst is CN(C=O)C. The product is [CH2:27]([O:20][C:9]1[CH:8]=[CH:7][C:6]2[C@@H:5]3[C@H:14]([C@H:15]4[C@@:2]([CH2:3][CH2:4]3)([CH3:1])[C:18](=[O:19])[CH2:17][CH2:16]4)[CH2:13][CH2:12][C:11]=2[CH:10]=1)[C:28]1[CH:33]=[CH:32][CH:31]=[CH:30][CH:29]=1. The yield is 0.780.